Task: Predict the reactants needed to synthesize the given product.. Dataset: Full USPTO retrosynthesis dataset with 1.9M reactions from patents (1976-2016) (1) Given the product [F:1][C:2]([F:10])([F:9])[C:3]1([CH2:6][OH:7])[CH2:5][CH2:4]1, predict the reactants needed to synthesize it. The reactants are: [F:1][C:2]([F:10])([F:9])[C:3]1([C:6](O)=[O:7])[CH2:5][CH2:4]1. (2) Given the product [F:42][C:38]1[C:37]([C:2]2[N:3]=[C:4]([N:20]3[CH2:25][CH2:24][O:23][CH2:22][CH2:21]3)[C:5]3[N:11]=[C:10]([CH2:12][NH:13][CH:14]4[CH2:19][CH2:18][O:17][CH2:16][CH2:15]4)[CH:9]=[CH:8][C:6]=3[N:7]=2)=[C:36]2[C:41](=[CH:40][CH:39]=1)[NH:33][CH:34]=[CH:35]2, predict the reactants needed to synthesize it. The reactants are: Cl[C:2]1[N:3]=[C:4]([N:20]2[CH2:25][CH2:24][O:23][CH2:22][CH2:21]2)[C:5]2[N:11]=[C:10]([CH2:12][NH:13][CH:14]3[CH2:19][CH2:18][O:17][CH2:16][CH2:15]3)[CH:9]=[CH:8][C:6]=2[N:7]=1.[Si]([N:33]1[C:41]2[C:36](=[C:37](B3OC(C)(C)C(C)(C)O3)[C:38]([F:42])=[CH:39][CH:40]=2)[CH:35]=[CH:34]1)(C(C)(C)C)(C)C. (3) Given the product [CH2:1]([O:4][C:5]1([CH3:38])[CH2:10][CH2:9][N:8]([C:11]2[N:16]3[N:17]=[C:18]([C:20]4[CH:21]=[C:22]([C:43]5[CH:44]=[CH:45][C:40]([F:39])=[CH:41][C:42]=5[OH:49])[CH:23]=[CH:24][CH:25]=4)[CH:19]=[C:15]3[N:14]=[C:13]([CH3:27])[C:12]=2[C@H:28]([O:33][C:34]([CH3:37])([CH3:36])[CH3:35])[C:29]([O:31][CH3:32])=[O:30])[CH2:7][CH2:6]1)[CH:2]=[CH2:3], predict the reactants needed to synthesize it. The reactants are: [CH2:1]([O:4][C:5]1([CH3:38])[CH2:10][CH2:9][N:8]([C:11]2[N:16]3[N:17]=[C:18]([C:20]4[CH:25]=[CH:24][CH:23]=[C:22](Br)[CH:21]=4)[CH:19]=[C:15]3[N:14]=[C:13]([CH3:27])[C:12]=2[C@H:28]([O:33][C:34]([CH3:37])([CH3:36])[CH3:35])[C:29]([O:31][CH3:32])=[O:30])[CH2:7][CH2:6]1)[CH:2]=[CH2:3].[F:39][C:40]1[CH:45]=[CH:44][C:43](B(O)O)=[C:42]([OH:49])[CH:41]=1. (4) The reactants are: Cl[C:2]1[N:3]=[N:4][C:5]([N:8]2[CH2:13][CH2:12][NH:11][CH:10]([CH:14]([CH3:16])[CH3:15])[CH2:9]2)=[CH:6][CH:7]=1.[N:17]1[C:26]2[C:21](=[CH:22][C:23](B(O)O)=[CH:24][CH:25]=2)[CH:20]=[CH:19][CH:18]=1.C(=O)([O-])[O-].[K+].[K+].ClCCl. Given the product [CH:14]([CH:10]1[NH:11][CH2:12][CH2:13][N:8]([C:5]2[N:4]=[N:3][C:2]([C:23]3[CH:22]=[C:21]4[C:26](=[CH:25][CH:24]=3)[N:17]=[CH:18][CH:19]=[CH:20]4)=[CH:7][CH:6]=2)[CH2:9]1)([CH3:16])[CH3:15], predict the reactants needed to synthesize it.